Dataset: Forward reaction prediction with 1.9M reactions from USPTO patents (1976-2016). Task: Predict the product of the given reaction. (1) Given the reactants [CH3:1][O:2][C:3]([C:5]1[N:6]=[CH:7][C:8]2[C:13]([C:14]=1[OH:15])=[CH:12][CH:11]=[C:10](Br)[CH:9]=2)=[O:4].C([Sn](CCCC)(CCCC)[C:22]1[CH:27]=[CH:26][CH:25]=[CH:24][CH:23]=1)CCC.CCOC(C)=O.Cl, predict the reaction product. The product is: [CH3:1][O:2][C:3]([C:5]1[N:6]=[CH:7][C:8]2[C:13]([C:14]=1[OH:15])=[CH:12][CH:11]=[C:10]([C:22]1[CH:27]=[CH:26][CH:25]=[CH:24][CH:23]=1)[CH:9]=2)=[O:4]. (2) Given the reactants Br[C:2]1[C:12]2[O:11][CH2:10][CH2:9][N:8]([C:13]([O:15][C:16]([CH3:19])([CH3:18])[CH3:17])=[O:14])[CH2:7][C:6]=2[C:5]([F:20])=[CH:4][CH:3]=1.[CH:21]1(B(O)O)[CH2:23][CH2:22]1.C(=O)([O-])[O-].[Na+].[Na+].O, predict the reaction product. The product is: [CH:21]1([C:2]2[C:12]3[O:11][CH2:10][CH2:9][N:8]([C:13]([O:15][C:16]([CH3:19])([CH3:18])[CH3:17])=[O:14])[CH2:7][C:6]=3[C:5]([F:20])=[CH:4][CH:3]=2)[CH2:23][CH2:22]1. (3) Given the reactants [F:1][C:2]1[CH:7]=[CH:6][C:5]([C:8](=O)[CH2:9][C:10]2[CH:14]=[CH:13][S:12][CH:11]=2)=[CH:4][CH:3]=1.[CH2:16]([O:18][C:19]1[CH:20]=[C:21]([CH:24]=[C:25]([N+:28]([O-:30])=[O:29])[C:26]=1[OH:27])[CH:22]=O)[CH3:17].[NH2:31][C:32]([NH2:34])=[O:33].Cl, predict the reaction product. The product is: [CH2:16]([O:18][C:19]1[CH:20]=[C:21]([CH:22]2[C:9]([C:10]3[CH:14]=[CH:13][S:12][CH:11]=3)=[C:8]([C:5]3[CH:6]=[CH:7][C:2]([F:1])=[CH:3][CH:4]=3)[NH:34][C:32](=[O:33])[NH:31]2)[CH:24]=[C:25]([N+:28]([O-:30])=[O:29])[C:26]=1[OH:27])[CH3:17]. (4) Given the reactants [Cl-].O[NH3+:3].[C:4](=[O:7])([O-])[OH:5].[Na+].CS(C)=O.[CH3:13][C:14]1([CH3:61])[CH2:23][CH:22]([O:24][Si:25]([CH:32]([CH3:34])[CH3:33])([CH:29]([CH3:31])[CH3:30])[CH:26]([CH3:28])[CH3:27])[C:21]2[C:16](=[CH:17][CH:18]=[C:19]([N:35]3[C:40](=[O:41])[C:39]([CH2:42][C:43]4[CH:48]=[CH:47][C:46]([C:49]5[C:50]([C:55]#[N:56])=[CH:51][CH:52]=[CH:53][CH:54]=5)=[CH:45][CH:44]=4)=[C:38]([CH2:57][CH2:58][CH3:59])[N:37]=[C:36]3[CH3:60])[CH:20]=2)[O:15]1, predict the reaction product. The product is: [CH3:61][C:14]1([CH3:13])[CH2:23][CH:22]([O:24][Si:25]([CH:29]([CH3:31])[CH3:30])([CH:32]([CH3:33])[CH3:34])[CH:26]([CH3:27])[CH3:28])[C:21]2[C:16](=[CH:17][CH:18]=[C:19]([N:35]3[C:40](=[O:41])[C:39]([CH2:42][C:43]4[CH:44]=[CH:45][C:46]([C:49]5[CH:54]=[CH:53][CH:52]=[CH:51][C:50]=5[C:55]5[NH:3][C:4](=[O:7])[O:5][N:56]=5)=[CH:47][CH:48]=4)=[C:38]([CH2:57][CH2:58][CH3:59])[N:37]=[C:36]3[CH3:60])[CH:20]=2)[O:15]1. (5) Given the reactants [Br:1][C:2]1[CH:7]=[CH:6][C:5](F)=[CH:4][C:3]=1[O:9][CH2:10][CH3:11].[CH3:12][S-:13].[Na+].C(I)C.O, predict the reaction product. The product is: [Br:1][C:2]1[CH:7]=[CH:6][C:5]([S:13][CH3:12])=[CH:4][C:3]=1[O:9][CH2:10][CH3:11]. (6) Given the reactants [CH3:1][C:2]1[C:10]([CH3:19])([CH2:11][CH2:12][CH2:13][CH2:14][S:15]([O-:18])(=[O:17])=[O:16])[C:9]2[C:4](=[CH:5][CH:6]=[C:7]([S:20]([O-:23])(=[O:22])=[O:21])[CH:8]=2)[N:3]=1.[Na+].[Na+].[CH2:26](OS(C1C=CC(C)=CC=1)(=O)=O)[CH3:27].C1S(=O)(=O)CCC1.CO, predict the reaction product. The product is: [CH2:26]([N+:3]1[C:4]2[C:9](=[CH:8][C:7]([S:20]([O-:23])(=[O:21])=[O:22])=[CH:6][CH:5]=2)[C:10]([CH3:19])([CH2:11][CH2:12][CH2:13][CH2:14][S:15]([OH:18])(=[O:16])=[O:17])[C:2]=1[CH3:1])[CH3:27]. (7) The product is: [CH2:1]([O:5][C:6]([C:8]1[C:9]([OH:18])=[C:10]2[CH:17]=[CH:16][S:15][C:11]2=[C:12]([CH3:19])[N:13]=1)=[O:7])[CH2:2][CH2:3][CH3:4]. Given the reactants [CH2:1]([O:5][C:6]([C:8]1[C:9]([OH:18])=[C:10]2[CH:17]=[CH:16][S:15][C:11]2=[C:12](Br)[N:13]=1)=[O:7])[CH2:2][CH2:3][CH3:4].[CH3:19]B1OB(C)OB(C)O1.C(=O)([O-])[O-].[K+].[K+], predict the reaction product. (8) Given the reactants [CH:1]([N:4]1[C:13]2[C:8](=[CH:9][C:10]3[O:16][CH2:15][O:14][C:11]=3[CH:12]=2)[C:7]([C:17]2[CH:22]=[CH:21][C:20]([OH:23])=[C:19]([NH2:24])[CH:18]=2)=[N:6][C:5]1=[O:25])([CH3:3])[CH3:2].[CH:26](OCC)(OCC)OCC, predict the reaction product. The product is: [CH:1]([N:4]1[C:13]2[C:8](=[CH:9][C:10]3[O:16][CH2:15][O:14][C:11]=3[CH:12]=2)[CH:7]([C:17]2[CH:22]=[CH:21][C:20]3[O:23][CH:26]=[N:24][C:19]=3[CH:18]=2)[NH:6][C:5]1=[O:25])([CH3:3])[CH3:2]. (9) Given the reactants [H-].[Na+].Br[CH2:4][C:5]1[CH:6]=[C:7]([B:13]2[O:18][CH2:17][CH2:16][CH2:15][O:14]2)[CH:8]=[C:9]([CH2:11][Br:12])[CH:10]=1.[CH2:19]([OH:23])[CH2:20][CH2:21][OH:22], predict the reaction product. The product is: [Br:12][CH2:11][C:9]1[CH:10]=[C:5]([CH:6]=[C:7]([B:13]2[O:18][CH2:17][CH2:16][CH2:15][O:14]2)[CH:8]=1)[CH2:4][O:22][CH2:21][CH2:20][CH2:19][OH:23].